Dataset: Catalyst prediction with 721,799 reactions and 888 catalyst types from USPTO. Task: Predict which catalyst facilitates the given reaction. (1) Reactant: [CH:1]12[O:8][CH:5]([CH2:6][CH2:7]1)[CH2:4][N:3]([C:9]1[N:14]=[C:13]([Cl:15])[N:12]=[C:11]([NH:16][CH:17]([CH3:19])[CH3:18])[C:10]=1[N+:20]([O-])=O)[CH2:2]2.[OH2:23].NN.[CH3:26][OH:27]. Product: [CH:1]12[O:8][CH:5]([CH2:6][CH2:7]1)[CH2:4][N:3]([C:9]1[N:14]=[C:13]([Cl:15])[N:12]=[C:11]([NH:16][CH:17]([CH3:18])[CH3:19])[C:10]=1[NH2:20])[CH2:2]2.[CH3:4][N:3]([CH3:9])[CH2:2][CH2:1][C:26]([O-:27])=[O:23]. The catalyst class is: 181. (2) Reactant: C(N(C(C)C)CC)(C)C.CN(C(ON1N=NC2C=CC=CC1=2)=[N+](C)C)C.F[P-](F)(F)(F)(F)F.[CH3:34][N:35]([CH3:42])[CH:36]1[CH2:41][CH2:40][NH:39][CH2:38][CH2:37]1.[Si:43]([O:50][CH2:51][CH2:52][N:53]1[CH:57]=[CH:56][N:55]=[C:54]1[CH2:58][CH2:59][C:60](O)=[O:61])([C:46]([CH3:49])([CH3:48])[CH3:47])([CH3:45])[CH3:44].C(=O)([O-])[O-].[K+].[K+].[Cl-].[Na+]. Product: [C:46]([Si:43]([CH3:45])([CH3:44])[O:50][CH2:51][CH2:52][N:53]1[CH:57]=[CH:56][N:55]=[C:54]1[CH2:58][CH2:59][C:60]([N:39]1[CH2:40][CH2:41][CH:36]([N:35]([CH3:42])[CH3:34])[CH2:37][CH2:38]1)=[O:61])([CH3:47])([CH3:49])[CH3:48]. The catalyst class is: 22. (3) Reactant: C(N(CC)CC)C.[CH:8]([C:10]1[C:18]2[C:13](=[CH:14][CH:15]=[CH:16][CH:17]=2)[N:12](C(OC(C)(C)C)=O)[CH:11]=1)=[O:9].[CH:26](=[N:33][C:34]1[CH:41]=[CH:40][C:37]([C:38]#[N:39])=[C:36]([O:42][CH3:43])[CH:35]=1)[C:27]1[CH:32]=[CH:31][CH:30]=[CH:29][CH:28]=1. Product: [NH:12]1[C:13]2[C:18](=[CH:17][CH:16]=[CH:15][CH:14]=2)[C:10]([C:8](=[O:9])[CH:26]([NH:33][C:34]2[CH:41]=[CH:40][C:37]([C:38]#[N:39])=[C:36]([O:42][CH3:43])[CH:35]=2)[C:27]2[CH:28]=[CH:29][CH:30]=[CH:31][CH:32]=2)=[CH:11]1. The catalyst class is: 433. (4) Reactant: FC1C=CC(B2OC(C)(C)C(C)(C)O2)=C2C=1CCN(C([C@@H:23]1[CH2:25][C@H:24]1[C:26]1[CH:31]=[CH:30][CH:29]=[CH:28][CH:27]=1)=O)C2.C(=O)([O-])[O-:33].[Na+].[Na+].C([O:40][C:41](=[O:55])[CH2:42]C1C=CC(OC(F)(F)F)=C(Br)C=1)C.[C:56]1([CH3:62])[CH:61]=CC=C[CH:57]=1.CCO.O. Product: [C:56]([O:55][C:41](=[O:40])[CH2:42][C:30]1[CH:29]=[CH:28][C:27]([OH:33])=[C:26]([CH:24]([CH3:23])[CH3:25])[CH:31]=1)([CH3:57])([CH3:61])[CH3:62]. The catalyst class is: 492. (5) Reactant: [CH2:1]([C:5]1[N:6]=[C:7]([CH3:27])[NH:8][C:9](=[O:26])[C:10]=1[CH2:11][C:12]1[CH:17]=[CH:16][C:15]([C:18]2[C:19]([C:24]#[N:25])=[CH:20][CH:21]=[CH:22][CH:23]=2)=[CH:14][CH:13]=1)[CH2:2][CH2:3][CH3:4].[CH3:28][O:29][C:30]1[CH:31]=[C:32](B(O)O)[CH:33]=[CH:34][C:35]=1[O:36][CH3:37].C(N(CC)CC)C.N1C=CC=CC=1. Product: [CH2:1]([C:5]1[N:6]=[C:7]([CH3:27])[N:8]([C:33]2[CH:32]=[CH:31][C:30]([O:29][CH3:28])=[C:35]([O:36][CH3:37])[CH:34]=2)[C:9](=[O:26])[C:10]=1[CH2:11][C:12]1[CH:17]=[CH:16][C:15]([C:18]2[C:19]([C:24]#[N:25])=[CH:20][CH:21]=[CH:22][CH:23]=2)=[CH:14][CH:13]=1)[CH2:2][CH2:3][CH3:4]. The catalyst class is: 297. (6) Reactant: CO.[Na].CO[C:6](=[O:17])[C:7]1[C:8](=[CH:13][CH:14]=[CH:15][CH:16]=1)[C:9]([O:11]C)=O.[Br:18][C:19]1[CH:24]=[CH:23][C:22]([C:25](=[O:27])[CH3:26])=[CH:21][CH:20]=1. Product: [Br:18][C:19]1[CH:24]=[CH:23][C:22]([C:25]([CH:26]2[C:6](=[O:17])[C:7]3[C:8](=[CH:13][CH:14]=[CH:15][CH:16]=3)[C:9]2=[O:11])=[O:27])=[CH:21][CH:20]=1. The catalyst class is: 48. (7) Reactant: CC1(C)[O:6][C@@H:5]([CH2:7][O:8][NH2:9])[CH2:4][O:3]1.[Cl:11][C:12]1[C:13]([F:31])=[C:14]([F:30])[C:15]([NH:21][C:22]2[CH:27]=[CH:26][C:25]([I:28])=[CH:24][C:23]=2[Cl:29])=[C:16]([CH:20]=1)[C:17](O)=[O:18].OC(CO)CONC(=O)C1C=CC(F)=C(F)C=1NC1C=CC(I)=CC=1F. Product: [Cl:11][C:12]1[C:13]([F:31])=[C:14]([F:30])[C:15]([NH:21][C:22]2[CH:27]=[CH:26][C:25]([I:28])=[CH:24][C:23]=2[Cl:29])=[C:16]([CH:20]=1)[C:17]([NH:9][O:8][CH2:7][C@H:5]([OH:6])[CH2:4][OH:3])=[O:18]. The catalyst class is: 8. (8) The catalyst class is: 190. Reactant: [N+:1]([C:4]1[CH:19]=[CH:18][C:7]([C:8]([O:10][CH2:11][C:12]2[CH:17]=[CH:16][CH:15]=[CH:14][CH:13]=2)=[O:9])=[CH:6][C:5]=1[O:20][CH2:21][CH2:22][O:23][CH:24]1[CH2:29][CH2:28][CH2:27][CH2:26][O:25]1)([O-])=O.[Cl-].[NH4+]. Product: [NH2:1][C:4]1[CH:19]=[CH:18][C:7]([C:8]([O:10][CH2:11][C:12]2[CH:17]=[CH:16][CH:15]=[CH:14][CH:13]=2)=[O:9])=[CH:6][C:5]=1[O:20][CH2:21][CH2:22][O:23][CH:24]1[CH2:29][CH2:28][CH2:27][CH2:26][O:25]1. (9) Reactant: [CH2:1]([C@H:4]1[CH2:9][CH2:8][C@H:7](/[CH:10]=[CH:11]/[CH2:12][CH2:13][CH:14]2[CH2:19][CH2:18][CH:17]([O:20][Si](C(C)C)(C(C)C)C(C)C)[CH2:16][CH2:15]2)[CH2:6][CH2:5]1)[CH2:2][CH3:3].C1COCC1.[F-].C([N+](CCCC)(CCCC)CCCC)CCC. Product: [CH2:1]([C@H:4]1[CH2:9][CH2:8][C@H:7](/[CH:10]=[CH:11]/[CH2:12][CH2:13][CH:14]2[CH2:15][CH2:16][CH:17]([OH:20])[CH2:18][CH2:19]2)[CH2:6][CH2:5]1)[CH2:2][CH3:3]. The catalyst class is: 6.